This data is from Peptide-MHC class I binding affinity with 185,985 pairs from IEDB/IMGT. The task is: Regression. Given a peptide amino acid sequence and an MHC pseudo amino acid sequence, predict their binding affinity value. This is MHC class I binding data. (1) The peptide sequence is TLLVDLLWL. The MHC is HLA-B18:01 with pseudo-sequence HLA-B18:01. The binding affinity (normalized) is 0. (2) The peptide sequence is RPDTRHLRVL. The MHC is HLA-A68:01 with pseudo-sequence HLA-A68:01. The binding affinity (normalized) is 0. (3) The peptide sequence is EEAPAAVSF. The MHC is HLA-B08:01 with pseudo-sequence HLA-B08:01. The binding affinity (normalized) is 0.213. (4) The peptide sequence is DFRNRYEDYR. The MHC is HLA-A68:01 with pseudo-sequence HLA-A68:01. The binding affinity (normalized) is 0.256. (5) The peptide sequence is IRFPKTFGY. The MHC is Mamu-A2601 with pseudo-sequence YYAMYSQIMADSYESNLYIRLHHYTWAAWAYEWY. The binding affinity (normalized) is 0. (6) The peptide sequence is TTTIKPVSYK. The MHC is HLA-A31:01 with pseudo-sequence HLA-A31:01. The binding affinity (normalized) is 0.327. (7) The peptide sequence is VCLALTNSM. The MHC is H-2-Kb with pseudo-sequence H-2-Kb. The binding affinity (normalized) is 0.179.